The task is: Predict the reactants needed to synthesize the given product.. This data is from Full USPTO retrosynthesis dataset with 1.9M reactions from patents (1976-2016). (1) Given the product [CH3:24][N:25]([CH2:27][C:3]1[C:4]2[C:9](=[CH:8][C:7]([C:10]([N:12]3[CH2:18][C:17]4([CH3:20])[CH2:19][CH:13]3[CH2:14][C:15]([CH3:22])([CH3:21])[CH2:16]4)=[O:11])=[CH:6][CH:5]=2)[NH:1][CH:2]=1)[CH3:26], predict the reactants needed to synthesize it. The reactants are: [NH:1]1[C:9]2[C:4](=[CH:5][CH:6]=[C:7]([C:10]([N:12]3[CH2:18][C:17]4([CH3:20])[CH2:19][CH:13]3[CH2:14][C:15]([CH3:22])([CH3:21])[CH2:16]4)=[O:11])[CH:8]=2)[CH:3]=[CH:2]1.[I-].[CH3:24][NH2+:25][CH3:26].[CH2:27](Cl)Cl. (2) The reactants are: [Br-:1].[CH:2]1([C:8]([OH:34])([C:28]2[CH:33]=[CH:32][CH:31]=[CH:30]C=2)[C:9]([O:11][CH:12]2[CH2:17][CH2:16][N+:15]([CH2:19][C:20](=[O:27])[NH:21][C:22]3[CH:26]=[CH:25][O:24][N:23]=3)([CH3:18])[CH2:14][CH2:13]2)=[O:10])[CH2:7][CH2:6][CH2:5][CH2:4][CH2:3]1.C1(C(C2C=CC=CC=2)(O)C(O)=O)CCCC1. Given the product [Br-:1].[CH:28]1([C:8]([OH:34])([C:2]2[CH:3]=[CH:4][CH:5]=[CH:6][CH:7]=2)[C:9]([O:11][CH:12]2[CH2:17][CH2:16][N+:15]([CH2:19][C:20](=[O:27])[NH:21][C:22]3[CH:26]=[CH:25][O:24][N:23]=3)([CH3:18])[CH2:14][CH2:13]2)=[O:10])[CH2:33][CH2:32][CH2:31][CH2:30]1, predict the reactants needed to synthesize it.